From a dataset of Catalyst prediction with 721,799 reactions and 888 catalyst types from USPTO. Predict which catalyst facilitates the given reaction. (1) Reactant: [F:1][C:2]1[CH:7]=[C:6]([CH3:8])[C:5]([CH3:9])=[CH:4][C:3]=1N.S(=O)(=O)(O)O.N([O-])=O.[Na+].[I-:20].[K+]. Product: [F:1][C:2]1[CH:7]=[C:6]([CH3:8])[C:5]([CH3:9])=[CH:4][C:3]=1[I:20]. The catalyst class is: 6. (2) The catalyst class is: 656. Reactant: [CH:1]1[C:13]2[NH:12][C:11]3[C:6](=[CH:7][CH:8]=[CH:9][CH:10]=3)[C:5]=2[CH:4]=[C:3]([C:14]([O:16]CC)=O)[N:2]=1.[H-].[Na+].[CH2:21](Br)[C:22]1[CH:27]=[CH:26][CH:25]=[CH:24][CH:23]=1.[NH2:29][OH:30]. Product: [CH2:21]([N:12]1[C:13]2[CH:1]=[N:2][C:3]([C:14]([NH:29][OH:30])=[O:16])=[CH:4][C:5]=2[C:6]2[C:11]1=[CH:10][CH:9]=[CH:8][CH:7]=2)[C:22]1[CH:27]=[CH:26][CH:25]=[CH:24][CH:23]=1. (3) Reactant: [C:1]([O:5][C:6]([N:8]1[CH2:12][C:11](=[CH2:13])[CH2:10][C@H:9]1[C:14](=[O:27])[NH:15][C:16]1[CH:21]=[CH:20][CH:19]=[C:18]([O:22][C:23]([F:26])([F:25])[F:24])[CH:17]=1)=[O:7])([CH3:4])([CH3:3])[CH3:2]. Product: [C:1]([O:5][C:6]([N:8]1[CH2:12][C@@H:11]([CH3:13])[CH2:10][C@H:9]1[C:14](=[O:27])[NH:15][C:16]1[CH:21]=[CH:20][CH:19]=[C:18]([O:22][C:23]([F:24])([F:25])[F:26])[CH:17]=1)=[O:7])([CH3:2])([CH3:3])[CH3:4]. The catalyst class is: 99. (4) Reactant: CN1CCOCC1.[O:8]=[C:9]([O:25][CH2:26][CH2:27][CH3:28])[CH2:10][C:11]1[C:19]2[C:14](=[CH:15][CH:16]=[CH:17][CH:18]=2)[NH:13][C:12]=1[CH2:20][CH2:21][C:22]([OH:24])=O.ClC(OCC)=O.[N+:35](=[CH2:37])=[N-:36]. Product: [N+:35](=[CH:37][C:22](=[O:24])[CH2:21][CH2:20][C:12]1[NH:13][C:14]2[C:19]([C:11]=1[CH2:10][C:9]([O:25][CH2:26][CH2:27][CH3:28])=[O:8])=[CH:18][CH:17]=[CH:16][CH:15]=2)=[N-:36]. The catalyst class is: 1. (5) Reactant: [N:1]1([C:9]([O:11][CH2:12][C:13]2[CH:18]=[CH:17][CH:16]=[CH:15][CH:14]=2)=[O:10])[CH2:8][CH2:7][CH2:6][C@H:2]1[C:3]([OH:5])=[O:4].O[CH2:20][C:21](=[O:23])[CH3:22].C1CCC(N=C=NC2CCCCC2)CC1. Product: [O:23]=[C:21]([CH3:22])[CH2:20][O:4][C:3]([C@@H:2]1[CH2:6][CH2:7][CH2:8][N:1]1[C:9]([O:11][CH2:12][C:13]1[CH:14]=[CH:15][CH:16]=[CH:17][CH:18]=1)=[O:10])=[O:5]. The catalyst class is: 166. (6) Reactant: [C:1]([O:5][C:6]([NH:8][C@@H:9]([CH2:13][C:14]1[CH:19]=[CH:18][C:17]([O:20][CH2:21][C:22]2[CH:27]=[CH:26][CH:25]=[CH:24][CH:23]=2)=[C:16]([O:28][CH2:29][C:30]2[CH:35]=[CH:34][CH:33]=[CH:32][CH:31]=2)[CH:15]=1)[C:10]([OH:12])=[O:11])=[O:7])([CH3:4])([CH3:3])[CH3:2].O[CH2:37][CH2:38][NH:39][C:40]([C:42]1[CH:47]=[CH:46][CH:45]=[CH:44][C:43]=1[O:48][CH2:49][C:50]1[CH:55]=[CH:54][CH:53]=[CH:52][CH:51]=1)=[O:41].Cl.CN(C)CCCN=C=NCC. Product: [C:1]([O:5][C:6]([NH:8][C@@H:9]([CH2:13][C:14]1[CH:19]=[CH:18][C:17]([O:20][CH2:21][C:22]2[CH:27]=[CH:26][CH:25]=[CH:24][CH:23]=2)=[C:16]([O:28][CH2:29][C:30]2[CH:35]=[CH:34][CH:33]=[CH:32][CH:31]=2)[CH:15]=1)[C:10]([O:12][CH2:37][CH2:38][NH:39][C:40]([C:42]1[CH:47]=[CH:46][CH:45]=[CH:44][C:43]=1[O:48][CH2:49][C:50]1[CH:55]=[CH:54][CH:53]=[CH:52][CH:51]=1)=[O:41])=[O:11])=[O:7])([CH3:4])([CH3:2])[CH3:3]. The catalyst class is: 119. (7) Reactant: [CH3:1][CH:2]1[CH2:8][C:7]2[CH:9]=[C:10]3[O:15][CH2:14][O:13][C:11]3=[CH:12][C:6]=2[C:5]([C:16]2[CH:21]=[CH:20][C:19]([N+:22]([O-:24])=[O:23])=[CH:18][CH:17]=2)=[N:4][NH:3]1.[Cl:25][CH2:26][CH2:27][N:28]=[C:29]=[O:30]. Product: [Cl:25][CH2:26][CH2:27][NH:28][C:29]([N:3]1[CH:2]([CH3:1])[CH2:8][C:7]2[CH:9]=[C:10]3[O:15][CH2:14][O:13][C:11]3=[CH:12][C:6]=2[C:5]([C:16]2[CH:21]=[CH:20][C:19]([N+:22]([O-:24])=[O:23])=[CH:18][CH:17]=2)=[N:4]1)=[O:30]. The catalyst class is: 4. (8) Reactant: [NH2:1][CH:2]1[CH2:7][CH2:6][N:5]([C:8]([O:10][CH2:11][C:12]2[CH:17]=[CH:16][CH:15]=[CH:14][CH:13]=2)=[O:9])[CH2:4][CH2:3]1.[N:18]1([C:23]([NH2:25])=O)C=CC=N1. Product: [NH:1]([CH:2]1[CH2:3][CH2:4][N:5]([C:8]([O:10][CH2:11][C:12]2[CH:17]=[CH:16][CH:15]=[CH:14][CH:13]=2)=[O:9])[CH2:6][CH2:7]1)[C:23]([NH2:25])=[NH:18]. The catalyst class is: 10. (9) Reactant: [C:1]([C:5]1[CH:18]=[CH:17][C:8]([O:9][CH2:10][C@H:11]2[O:15][C:14](=[O:16])[NH:13][CH2:12]2)=[CH:7][CH:6]=1)([CH3:4])([CH3:3])[CH3:2].N[C@@H]1CCCC[C@H]1N.C(=O)([O-])[O-].[Cs+].[Cs+].Br[C:34]1[C:42]2[C:37](=[CH:38][N:39]=[CH:40][CH:41]=2)[S:36][CH:35]=1. Product: [C:1]([C:5]1[CH:18]=[CH:17][C:8]([O:9][CH2:10][C@H:11]2[O:15][C:14](=[O:16])[N:13]([C:34]3[C:42]4[C:37](=[CH:38][N:39]=[CH:40][CH:41]=4)[S:36][CH:35]=3)[CH2:12]2)=[CH:7][CH:6]=1)([CH3:4])([CH3:2])[CH3:3]. The catalyst class is: 185. (10) Reactant: [O:1]1[C:10]2[CH:9]=[C:8]([CH2:11][N:12]([CH:20]3[CH2:25][CH2:24][N:23]([CH2:26][CH2:27][N:28]4[C:33](=[O:34])[CH:32]=[N:31][C:30]5[CH:35]=[CH:36][C:37]([O:39][CH3:40])=[N:38][C:29]4=5)[CH2:22][CH2:21]3)C(=O)OC(C)(C)C)[N:7]=[CH:6][C:5]=2[O:4][CH2:3][CH2:2]1.[ClH:41].C(O)C. Product: [ClH:41].[O:1]1[C:10]2[CH:9]=[C:8]([CH2:11][NH:12][CH:20]3[CH2:25][CH2:24][N:23]([CH2:26][CH2:27][N:28]4[C:33](=[O:34])[CH:32]=[N:31][C:30]5[CH:35]=[CH:36][C:37]([O:39][CH3:40])=[N:38][C:29]4=5)[CH2:22][CH2:21]3)[N:7]=[CH:6][C:5]=2[O:4][CH2:3][CH2:2]1. The catalyst class is: 8.